Dataset: Full USPTO retrosynthesis dataset with 1.9M reactions from patents (1976-2016). Task: Predict the reactants needed to synthesize the given product. (1) The reactants are: [C:1]([O:9][CH2:10][C@@:11]1([C:26]#[CH:27])[O:15][C@@H:14]([N:16]2[CH:24]=[C:22]([CH3:23])[C:20](=[O:21])[NH:19][C:17]2=[O:18])[CH2:13][C@H:12]1[OH:25])(=[O:8])[C:2]1[CH:7]=[CH:6][CH:5]=[CH:4][CH:3]=1.CCN(CC)CC.[Si]([O:39][S:40]([C:43](F)(F)F)(=O)=[O:41])(C)(C)C.O=O. Given the product [C:1]([O:9][CH2:10][C@@:11]1([C:26]#[CH:27])[O:15][C@@H:14]([N:16]2[CH:24]=[C:22]([CH3:23])[C:20](=[O:21])[NH:19][C:17]2=[O:18])[CH2:13][C@H:12]1[O:25][S:40]([CH3:43])(=[O:41])=[O:39])(=[O:8])[C:2]1[CH:3]=[CH:4][CH:5]=[CH:6][CH:7]=1, predict the reactants needed to synthesize it. (2) Given the product [N:1]1[N:2]=[C:3]([C:10]2[CH:19]=[CH:18][C:17]3[C:12](=[C:13]([O:20][C@H:21]4[CH2:26][CH2:25][NH:24][CH2:23][C@H:22]4[F:37])[CH:14]=[CH:15][CH:16]=3)[N:11]=2)[N:4]2[CH:9]=[CH:8][CH:7]=[CH:6][C:5]=12, predict the reactants needed to synthesize it. The reactants are: [N:1]1[N:2]=[C:3]([C:10]2[CH:19]=[CH:18][C:17]3[C:12](=[C:13]([O:20][C@H:21]4[CH2:26][CH2:25][N:24](C(OCC5C=CC=CC=5)=O)[CH2:23][C@H:22]4[F:37])[CH:14]=[CH:15][CH:16]=3)[N:11]=2)[N:4]2[CH:9]=[CH:8][CH:7]=[CH:6][C:5]=12.Cl.C([O-])(O)=O.[Na+]. (3) Given the product [N:31]1([S:28]([N:6]([CH2:5][C:4]([OH:41])=[O:3])[CH2:7][C:8]2[CH:9]=[CH:10][C:11]([O:14][CH2:15][C:16]3[N:17]=[C:18]([C:22]4[CH:23]=[CH:24][CH:25]=[CH:26][CH:27]=4)[O:19][C:20]=3[CH3:21])=[CH:12][CH:13]=2)(=[O:29])=[O:30])[C:40]2[C:35](=[CH:36][CH:37]=[CH:38][CH:39]=2)[CH2:34][CH2:33][CH2:32]1, predict the reactants needed to synthesize it. The reactants are: C([O:3][C:4](=[O:41])[CH2:5][N:6]([S:28]([N:31]1[C:40]2[C:35](=[CH:36][CH:37]=[CH:38][CH:39]=2)[CH2:34][CH2:33][CH2:32]1)(=[O:30])=[O:29])[CH2:7][C:8]1[CH:13]=[CH:12][C:11]([O:14][CH2:15][C:16]2[N:17]=[C:18]([C:22]3[CH:27]=[CH:26][CH:25]=[CH:24][CH:23]=3)[O:19][C:20]=2[CH3:21])=[CH:10][CH:9]=1)C.O.[OH-].[Li+]. (4) Given the product [Cl:1][C:2]1[C:3]([N:17]2[CH2:18][CH2:19][CH:20]([C:23]([NH:56][S:53]([C:51]3[S:52][C:48]([Cl:47])=[CH:49][CH:50]=3)(=[O:55])=[O:54])=[O:24])[CH2:21][CH2:22]2)=[N:4][CH:5]=[C:6]([C:10]2[O:11][C:12]([CH2:15][CH3:16])=[CH:13][N:14]=2)[C:7]=1[O:8][CH3:9], predict the reactants needed to synthesize it. The reactants are: [Cl:1][C:2]1[C:3]([N:17]2[CH2:22][CH2:21][CH:20]([C:23](O)=[O:24])[CH2:19][CH2:18]2)=[N:4][CH:5]=[C:6]([C:10]2[O:11][C:12]([CH2:15][CH3:16])=[CH:13][N:14]=2)[C:7]=1[O:8][CH3:9].CCN=C=NCCCN(C)C.C1C=CC2N(O)N=NC=2C=1.[Cl:47][C:48]1[S:52][C:51]([S:53]([NH2:56])(=[O:55])=[O:54])=[CH:50][CH:49]=1.CCN(C(C)C)C(C)C.